Dataset: Catalyst prediction with 721,799 reactions and 888 catalyst types from USPTO. Task: Predict which catalyst facilitates the given reaction. (1) Reactant: Cl.[F:2][C:3]1[CH:8]=[CH:7][C:6]([CH:9]([C:17]2[CH:22]=[CH:21][C:20]([F:23])=[CH:19][CH:18]=2)[CH:10]2[C:15](=[O:16])[CH2:14][CH2:13][NH:12][CH2:11]2)=[CH:5][CH:4]=1.C(NCC)(C)C.[F:30][CH:31]([F:41])[O:32][C:33]1[CH:40]=[CH:39][CH:38]=[CH:37][C:34]=1[CH2:35]O. Product: [F:2][C:3]1[CH:8]=[CH:7][C:6]([CH:9]([C:17]2[CH:18]=[CH:19][C:20]([F:23])=[CH:21][CH:22]=2)[CH:10]2[C:15](=[O:16])[CH2:14][CH2:13][N:12]([CH2:35][C:34]3[CH:37]=[CH:38][CH:39]=[CH:40][C:33]=3[O:32][CH:31]([F:30])[F:41])[CH2:11]2)=[CH:5][CH:4]=1. The catalyst class is: 4. (2) Reactant: [CH3:1][N:2]1[C:7](=[O:8])[C:6]2=[CH:9][NH:10][N:11]=[C:5]2[N:4]([CH2:12][C:13]([CH3:16])([CH3:15])[CH3:14])[C:3]1=[O:17].Br[CH2:19][C:20]1[CH:25]=[CH:24][C:23]([N:26]2[CH:30]=[N:29][CH:28]=[N:27]2)=[CH:22][CH:21]=1.C([O-])([O-])=O.[K+].[K+]. Product: [N:26]1([C:23]2[CH:24]=[CH:25][C:20]([CH2:19][N:10]3[CH:9]=[C:6]4[C:5]([N:4]([CH2:12][C:13]([CH3:14])([CH3:16])[CH3:15])[C:3](=[O:17])[N:2]([CH3:1])[C:7]4=[O:8])=[N:11]3)=[CH:21][CH:22]=2)[CH:30]=[N:29][CH:28]=[N:27]1. The catalyst class is: 3. (3) Reactant: Cl[C:2]1[C:7]([N+:8]([O-:10])=[O:9])=[CH:6][CH:5]=[C:4]([Cl:11])[N:3]=1.[CH:12]([OH:15])([CH3:14])[CH3:13].[H-].[Na+]. The catalyst class is: 11. Product: [Cl:11][C:4]1[N:3]=[C:2]([O:15][CH:12]([CH3:14])[CH3:13])[C:7]([N+:8]([O-:10])=[O:9])=[CH:6][CH:5]=1. (4) Reactant: [CH3:1][C:2]1([CH3:19])[CH2:11][C:10](=[O:12])[C:9]2[C:4](=[CH:5][CH:6]=[C:7]([C:13]#[C:14][Si](C)(C)C)[CH:8]=2)[S:3]1.C([O-])([O-])=O.[K+].[K+]. The catalyst class is: 24. Product: [C:13]([C:7]1[CH:8]=[C:9]2[C:4](=[CH:5][CH:6]=1)[S:3][C:2]([CH3:1])([CH3:19])[CH2:11][C:10]2=[O:12])#[CH:14]. (5) Reactant: [F:1][C:2]([F:10])([F:9])[C:3](C)([CH3:7])[C:4](O)=O.Cl.CN[O:14][CH3:15].C[N:17]1[CH2:22][CH2:21]OCC1.O.O[N:25]1[C:29]2C=[CH:31][CH:32]=[CH:33][C:28]=2[N:27]=N1.Cl.C(N=C=N[CH2:40][CH2:41][CH2:42][N:43]([CH3:45])C)C. Product: [F:1][C:2]([F:10])([F:9])[C:3]([CH3:7])([CH3:4])[C@@H:22]([NH:17][C:15]([C:40]1[C:41]2[C:42](=[N:25][CH:29]=[C:28]([CH:33]3[CH2:32][CH2:31]3)[N:27]=2)[NH:43][CH:45]=1)=[O:14])[CH3:21]. The catalyst class is: 646. (6) Reactant: [F:1][C:2]([F:21])([F:20])[C:3]1[CH:4]=[C:5]([CH:13]=[CH:14][C:15]([O:17][CH2:18]C)=[O:16])[CH:6]=[C:7]([C:9]([F:12])([F:11])[F:10])[CH:8]=1.[N+:22]([CH3:25])([O-:24])=[O:23].[OH-].[CH2:27]([N+](CCCC)(CCCC)CCCC)CCC. Product: [F:12][C:9]([F:10])([F:11])[C:7]1[CH:6]=[C:5]([CH:13]([CH:25]([N+:22]([O-:24])=[O:23])[CH3:27])[CH2:14][C:15]([O:17][CH3:18])=[O:16])[CH:4]=[C:3]([C:2]([F:1])([F:21])[F:20])[CH:8]=1. The catalyst class is: 775.